The task is: Predict the product of the given reaction.. This data is from Forward reaction prediction with 1.9M reactions from USPTO patents (1976-2016). (1) Given the reactants C(N(C(C)C)CC)(C)C.CN(C(ON1N=NC2C=CC=CC1=2)=[N+](C)C)C.F[P-](F)(F)(F)(F)F.[CH2:34]([OH:37])[CH2:35][CH3:36].[CH3:38][N:39]([CH3:59])[CH:40]1[CH2:45][CH2:44][N:43]([C:46](=[O:58])[CH2:47][CH2:48][C:49]2[N:50]([CH2:54][C:55](O)=[O:56])[CH:51]=[CH:52][N:53]=2)[CH2:42][CH2:41]1, predict the reaction product. The product is: [CH3:59][N:39]([CH3:38])[CH:40]1[CH2:45][CH2:44][N:43]([C:46](=[O:58])[CH2:47][CH2:48][C:49]2[N:50]([CH2:54][C:55]([O:37][CH2:34][CH2:35][CH3:36])=[O:56])[CH:51]=[CH:52][N:53]=2)[CH2:42][CH2:41]1. (2) The product is: [C:19]([O:23][CH2:24][CH3:25])(=[O:22])[CH:20]=[CH2:21].[C:26]([OH:31])(=[O:30])[C:27]([CH3:29])=[CH2:28]. Given the reactants S([O-])(OCCCCCCCCCCCC)(=O)=O.[Na+].[C:19]([O:23][CH2:24][CH3:25])(=[O:22])[CH:20]=[CH2:21].[C:26]([OH:31])(=[O:30])[C:27]([CH3:29])=[CH2:28].S(OOS([O-])(=O)=O)([O-])(=O)=O.[NH4+].[NH4+], predict the reaction product. (3) Given the reactants [O:1]1[CH2:7][CH2:6][CH2:5][NH:4][CH2:3][CH2:2]1.[I:8][C:9]1[CH:17]=[CH:16][C:12]([C:13](Cl)=[O:14])=[CH:11][CH:10]=1, predict the reaction product. The product is: [I:8][C:9]1[CH:17]=[CH:16][C:12]([C:13]([N:4]2[CH2:5][CH2:6][CH2:7][O:1][CH2:2][CH2:3]2)=[O:14])=[CH:11][CH:10]=1. (4) Given the reactants [N+:1]([CH:4]=[CH:5][C:6]1[CH:11]=[CH:10][C:9]([O:12][CH2:13][CH2:14][CH2:15][CH2:16][CH2:17][CH2:18][CH2:19][CH2:20][CH2:21][CH2:22][CH2:23][CH3:24])=[C:8]([O:25][CH3:26])[CH:7]=1)([O-])=O.[H-].[H-].[H-].[H-].[Li+].[Al+3].O.[OH-].[Na+], predict the reaction product. The product is: [NH2:1][CH2:4][CH2:5][C:6]1[CH:11]=[CH:10][C:9]([O:12][CH2:13][CH2:14][CH2:15][CH2:16][CH2:17][CH2:18][CH2:19][CH2:20][CH2:21][CH2:22][CH2:23][CH3:24])=[C:8]([O:25][CH3:26])[CH:7]=1.